This data is from NCI-60 drug combinations with 297,098 pairs across 59 cell lines. The task is: Regression. Given two drug SMILES strings and cell line genomic features, predict the synergy score measuring deviation from expected non-interaction effect. Drug 1: CCCCC(=O)OCC(=O)C1(CC(C2=C(C1)C(=C3C(=C2O)C(=O)C4=C(C3=O)C=CC=C4OC)O)OC5CC(C(C(O5)C)O)NC(=O)C(F)(F)F)O. Drug 2: CC(C)(C#N)C1=CC(=CC(=C1)CN2C=NC=N2)C(C)(C)C#N. Cell line: CCRF-CEM. Synergy scores: CSS=52.1, Synergy_ZIP=-0.750, Synergy_Bliss=-1.15, Synergy_Loewe=-2.15, Synergy_HSA=-1.65.